Task: Predict the product of the given reaction.. Dataset: Forward reaction prediction with 1.9M reactions from USPTO patents (1976-2016) (1) Given the reactants [CH3:1][O:2][C:3](=[O:26])[CH2:4][C@H:5]1[C:9]2[CH:10]=[CH:11][C:12]([O:14][C@H:15]3[C:23]4[C:18](=[C:19]([OH:25])[CH:20]=[CH:21][C:22]=4[F:24])[CH2:17][CH2:16]3)=[CH:13][C:8]=2[O:7][CH2:6]1.[F:27][C:28]1[CH:33]=[C:32]([O:34][CH3:35])[CH:31]=[CH:30][C:29]=1B(O)O, predict the reaction product. The product is: [CH3:1][O:2][C:3](=[O:26])[CH2:4][C@H:5]1[C:9]2[CH:10]=[CH:11][C:12]([O:14][C@H:15]3[C:23]4[C:18](=[C:19]([O:25][C:29]5[CH:30]=[CH:31][C:32]([O:34][CH3:35])=[CH:33][C:28]=5[F:27])[CH:20]=[CH:21][C:22]=4[F:24])[CH2:17][CH2:16]3)=[CH:13][C:8]=2[O:7][CH2:6]1. (2) Given the reactants [NH2:1][C@@H:2]([CH2:20][C:21]1[CH:26]=[CH:25][C:24]([NH:27][C:28]2[CH:33]=[CH:32][CH:31]=[C:30]([CH3:34])[N:29]=2)=[C:23]([CH2:35][CH2:36][CH2:37][CH2:38][CH3:39])[CH:22]=1)[C@H:3]([OH:19])[CH2:4][NH:5][C:6]1([C:9]2[CH:14]=[CH:13][CH:12]=[C:11]([C:15]([CH3:18])([CH3:17])[CH3:16])[CH:10]=2)[CH2:8][CH2:7]1.[CH3:40][C:41](OC(C)=O)=[O:42].C(Cl)Cl, predict the reaction product. The product is: [OH:19][C@H:3]([CH2:4][NH:5][C:6]1([C:9]2[CH:14]=[CH:13][CH:12]=[C:11]([C:15]([CH3:17])([CH3:16])[CH3:18])[CH:10]=2)[CH2:7][CH2:8]1)[C@@H:2]([NH:1][C:41](=[O:42])[CH3:40])[CH2:20][C:21]1[CH:26]=[CH:25][C:24]([NH:27][C:28]2[CH:33]=[CH:32][CH:31]=[C:30]([CH3:34])[N:29]=2)=[C:23]([CH2:35][CH2:36][CH2:37][CH2:38][CH3:39])[CH:22]=1. (3) The product is: [C:18]([O:17][C:15]([N:14]([CH2:22][C:23]([O:25][C:26]([CH3:29])([CH3:27])[CH3:28])=[O:24])[C:12]1[CH:11]=[CH:10][CH:9]=[C:8]([CH:7]([CH2:6][C:5]2[CH:4]=[CH:3][C:2]([C:48]3[CH:47]=[CH:46][C:45]([O:49][CH2:50][CH3:51])=[CH:44][CH:43]=3)=[CH:41][CH:40]=2)[NH:30][S:31]([C:34]2[CH:39]=[CH:38][CH:37]=[CH:36][N:35]=2)(=[O:32])=[O:33])[N:13]=1)=[O:16])([CH3:19])([CH3:21])[CH3:20]. Given the reactants Br[C:2]1[CH:41]=[CH:40][C:5]([CH2:6][CH:7]([NH:30][S:31]([C:34]2[CH:39]=[CH:38][CH:37]=[CH:36][N:35]=2)(=[O:33])=[O:32])[C:8]2[N:13]=[C:12]([N:14]([CH2:22][C:23]([O:25][C:26]([CH3:29])([CH3:28])[CH3:27])=[O:24])[C:15]([O:17][C:18]([CH3:21])([CH3:20])[CH3:19])=[O:16])[CH:11]=[CH:10][CH:9]=2)=[CH:4][CH:3]=1.Br[C:43]1[CH:44]=[C:45]([O:49][CH2:50][CH3:51])[CH:46]=[CH:47][CH:48]=1.C(OC1C=CC(B(O)O)=CC=1)C.C(=O)([O-])[O-].[Na+].[Na+], predict the reaction product. (4) Given the reactants FC(F)(F)C(O)=O.[F:8][C:9]1[CH:14]=[C:13]([S:15]([CH3:18])(=[O:17])=[O:16])[CH:12]=[CH:11][C:10]=1[C:19]1[O:20][C:21]2[CH:27]=[CH:26][C:25]([CH:28]3[CH2:33][CH2:32][NH:31][CH2:30][CH2:29]3)=[CH:24][C:22]=2[N:23]=1.[C:34](Cl)(=[O:43])[O:35][CH2:36][C:37]1[CH:42]=[CH:41][CH:40]=[CH:39][CH:38]=1.C1(C)C=CC=CC=1, predict the reaction product. The product is: [F:8][C:9]1[CH:14]=[C:13]([S:15]([CH3:18])(=[O:16])=[O:17])[CH:12]=[CH:11][C:10]=1[C:19]1[O:20][C:21]2[CH:27]=[CH:26][C:25]([CH:28]3[CH2:33][CH2:32][N:31]([C:34]([O:35][CH2:36][C:37]4[CH:42]=[CH:41][CH:40]=[CH:39][CH:38]=4)=[O:43])[CH2:30][CH2:29]3)=[CH:24][C:22]=2[N:23]=1. (5) Given the reactants [S:1]1[CH:5]=[CH:4][CH:3]=[C:2]1[CH2:6][NH:7][C:8]([C:10]1[N:11]=[C:12]2[C:17]([C:18]([F:21])([F:20])[F:19])=[CH:16][C:15](Br)=[CH:14][N:13]2[C:23]=1[Cl:24])=[O:9].[C:25]1([C:31]#[CH:32])[CH:30]=[CH:29][CH:28]=[CH:27][CH:26]=1.C(N(CC)CC)C, predict the reaction product. The product is: [S:1]1[CH:5]=[CH:4][CH:3]=[C:2]1[CH2:6][NH:7][C:8]([C:10]1[N:11]=[C:12]2[C:17]([C:18]([F:21])([F:20])[F:19])=[CH:16][C:15]([C:32]#[C:31][C:25]3[CH:30]=[CH:29][CH:28]=[CH:27][CH:26]=3)=[CH:14][N:13]2[C:23]=1[Cl:24])=[O:9]. (6) Given the reactants [F:1][C:2]1[CH:7]=[CH:6][C:5]([N:8]2[C:12]3[CH:13]=[C:14]4[C@:19]([C:21](Cl)=[O:22])([CH2:20][C:11]=3[CH:10]=[N:9]2)[CH2:18][N:17]([S:24]([C:27]2[CH:28]=[N:29][C:30]([N:33]3[CH2:38][CH2:37][O:36][CH2:35][CH2:34]3)=[CH:31][CH:32]=2)(=[O:26])=[O:25])[CH2:16][CH2:15]4)=[CH:4][CH:3]=1.[O:39]1[CH2:44][CH2:43][CH2:42][CH2:41][CH:40]1[O:45][CH:46]1[CH2:49][CH:48]([CH2:50][OH:51])[CH2:47]1, predict the reaction product. The product is: [O:39]1[CH2:44][CH2:43][CH2:42][CH2:41][CH:40]1[O:45][CH:46]1[CH2:47][CH:48]([CH2:50][O:51][C:21]([C@@:19]23[CH2:18][N:17]([S:24]([C:27]4[CH:28]=[N:29][C:30]([N:33]5[CH2:38][CH2:37][O:36][CH2:35][CH2:34]5)=[CH:31][CH:32]=4)(=[O:26])=[O:25])[CH2:16][CH2:15][C:14]2=[CH:13][C:12]2[N:8]([C:5]4[CH:6]=[CH:7][C:2]([F:1])=[CH:3][CH:4]=4)[N:9]=[CH:10][C:11]=2[CH2:20]3)=[O:22])[CH2:49]1.